The task is: Predict the product of the given reaction.. This data is from Forward reaction prediction with 1.9M reactions from USPTO patents (1976-2016). (1) Given the reactants [NH2:1][C:2]([CH3:8])([CH3:7])[C:3]([CH3:6])([OH:5])[CH3:4].[Cl:9][C:10]1[C:17]([C:18]#[C:19][Si](C)(C)C)=[C:16](F)[CH:15]=[CH:14][C:11]=1[C:12]#[N:13].C([O-])([O-])=O.[K+].[K+].CN1C(=O)CCC1, predict the reaction product. The product is: [Cl:9][C:10]1[C:11]([C:12]#[N:13])=[CH:14][CH:15]=[C:16]2[C:17]=1[CH:18]=[CH:19][N:1]2[C:2]([CH3:8])([C:3]([OH:5])([CH3:6])[CH3:4])[CH3:7]. (2) Given the reactants [N:1]1[CH:6]=[CH:5][CH:4]=[CH:3][C:2]=1[CH2:7][O:8][C:9]1[N:14]=[C:13]2[CH2:15][CH2:16][CH2:17][C:12]2=[C:11]([C:18]2[N:23]=[C:22](C(OCC)=O)[CH:21]=[N:20][CH:19]=2)[CH:10]=1.[CH3:29][Mg]I.O.C([O:36][CH2:37][CH3:38])(=O)C, predict the reaction product. The product is: [N:1]1[CH:6]=[CH:5][CH:4]=[CH:3][C:2]=1[CH2:7][O:8][C:9]1[N:14]=[C:13]2[CH2:15][CH2:16][CH2:17][C:12]2=[C:11]([C:18]2[N:23]=[C:22]([C:37]([OH:36])([CH3:38])[CH3:29])[CH:21]=[N:20][CH:19]=2)[CH:10]=1. (3) Given the reactants [NH2:1][C:2]1[C:7]([C:8]([O:10]CC)=[O:9])=[C:6]([CH3:13])[N:5]=[C:4]2[S:14][C:15]([Br:18])=[C:16]([CH3:17])[C:3]=12.[OH-].[Na+], predict the reaction product. The product is: [NH2:1][C:2]1[C:7]([C:8]([OH:10])=[O:9])=[C:6]([CH3:13])[N:5]=[C:4]2[S:14][C:15]([Br:18])=[C:16]([CH3:17])[C:3]=12. (4) Given the reactants [NH2:1][C:2]1[CH:3]=[C:4]2[C:17](=[CH:18][CH:19]=1)[CH2:16][C@@:6]1([C:14]3[C:9](=[N:10][CH:11]=[CH:12][CH:13]=3)[NH:8][C:7]1=[O:15])[CH2:5]2.Cl[C:21]1[N:26]=[CH:25][N:24]=[C:23]([C:27]([N:29]2[C:37]3[C:32](=[CH:33][C:34]([F:38])=[CH:35][CH:36]=3)[CH2:31][CH2:30]2)=[O:28])[CH:22]=1.Cl.CC(O)C, predict the reaction product. The product is: [F:38][C:34]1[CH:33]=[C:32]2[C:37](=[CH:36][CH:35]=1)[N:29]([C:27]([C:23]1[N:24]=[CH:25][N:26]=[C:21]([NH:1][C:2]3[CH:3]=[C:4]4[C:17](=[CH:18][CH:19]=3)[CH2:16][C@@:6]3([C:14]5[C:9](=[N:10][CH:11]=[CH:12][CH:13]=5)[NH:8][C:7]3=[O:15])[CH2:5]4)[CH:22]=1)=[O:28])[CH2:30][CH2:31]2.